This data is from Forward reaction prediction with 1.9M reactions from USPTO patents (1976-2016). The task is: Predict the product of the given reaction. Given the reactants [OH:1][C:2]1[CH:3]=[C:4]([C:9]([C@@H:11]2[C@:20]3([CH3:21])[C@H:15]([C:16]([CH3:23])([CH3:22])[CH2:17][CH2:18][CH2:19]3)[CH2:14][CH:13]([NH:24]C(=O)OC(C)(C)C)[CH:12]2[CH3:32])=[O:10])[CH:5]=[C:6]([CH3:8])[CH:7]=1.[ClH:33].O1CCOCC1, predict the reaction product. The product is: [ClH:33].[NH2:24][CH:13]1[CH2:14][C@@H:15]2[C@:20]([CH3:21])([CH2:19][CH2:18][CH2:17][C:16]2([CH3:22])[CH3:23])[C@@H:11]([C:9]([C:4]2[CH:3]=[C:2]([OH:1])[CH:7]=[C:6]([CH3:8])[CH:5]=2)=[O:10])[CH:12]1[CH3:32].